This data is from Catalyst prediction with 721,799 reactions and 888 catalyst types from USPTO. The task is: Predict which catalyst facilitates the given reaction. (1) Reactant: C([BH-](CC)CC)C.[Li+].[O:9]=[C:10]1[CH2:19][CH2:18][C:17]2[C:12](=[CH:13][CH:14]=[CH:15][CH:16]=2)[N:11]1[C:20]([O:22][C:23]([CH3:26])([CH3:25])[CH3:24])=[O:21].C([O-])([O-])=O.[Na+].[Na+].OO. Product: [OH:9][CH:10]1[CH2:19][CH2:18][C:17]2[C:12](=[CH:13][CH:14]=[CH:15][CH:16]=2)[N:11]1[C:20]([O:22][C:23]([CH3:26])([CH3:25])[CH3:24])=[O:21]. The catalyst class is: 1. (2) Reactant: [O:1]=[C:2]1[C@@H:8]([NH:9][C:10](=[O:16])[O:11][C:12]([CH3:15])([CH3:14])[CH3:13])[CH2:7][CH2:6][CH2:5][CH2:4][NH:3]1.[Li+].C[Si]([N-][Si](C)(C)C)(C)C.Br[CH2:28][C:29]([O:31][CH3:32])=[O:30]. Product: [C:12]([O:11][C:10]([NH:9][C@H:8]1[CH2:7][CH2:6][CH2:5][CH2:4][N:3]([CH2:28][C:29]([O:31][CH3:32])=[O:30])[C:2]1=[O:1])=[O:16])([CH3:13])([CH3:15])[CH3:14]. The catalyst class is: 1.